Dataset: Full USPTO retrosynthesis dataset with 1.9M reactions from patents (1976-2016). Task: Predict the reactants needed to synthesize the given product. (1) Given the product [CH2:30]1[C@@H:34]([CH2:35][CH2:36][CH2:37][CH2:38][C:39]([OH:41])=[O:40])[S:33][S:32][CH2:31]1, predict the reactants needed to synthesize it. The reactants are: C(N(C(C)C)CC)(C)C.CCN=C=NCCCN(C)C.Cl.ON1C(=O)CCC1=O.[CH2:30]1[CH:34]([CH2:35][CH2:36][CH2:37][CH2:38][C:39]([OH:41])=[O:40])[S:33][S:32][CH2:31]1. (2) Given the product [NH2:1][C@H:2]1[CH2:7][CH2:6][C@H:5]([NH:8][C:10]2[N:18]=[C:17]3[C:13]([N:14]=[CH:15][NH:16]3)=[C:12]([NH:19][C:20]3[CH:25]=[CH:24][C:23]([N:26]([CH3:28])[CH3:27])=[CH:22][CH:21]=3)[N:11]=2)[CH2:4][CH2:3]1, predict the reactants needed to synthesize it. The reactants are: [NH2:1][C@H:2]1[CH2:7][CH2:6][C@H:5]([NH2:8])[CH2:4][CH2:3]1.Cl[C:10]1[N:18]=[C:17]2[C:13]([N:14]=[CH:15][NH:16]2)=[C:12]([NH:19][C:20]2[CH:25]=[CH:24][C:23]([N:26]([CH3:28])[CH3:27])=[CH:22][CH:21]=2)[N:11]=1. (3) Given the product [CH3:20][N:19]([C:21]1[N:32]=[N:33][NH:34][N:22]=1)[C:17]([C:16]1[S:15][C:14]2[CH:23]=[C:24]([CH3:29])[C:25]([O:27][CH3:28])=[CH:26][C:13]=2[C:12]=1[O:11][C:10]1[CH:30]=[CH:31][C:7]([CH:1]2[CH2:6][CH2:5][CH2:4][CH2:3][CH2:2]2)=[CH:8][CH:9]=1)=[O:18], predict the reactants needed to synthesize it. The reactants are: [CH:1]1([C:7]2[CH:31]=[CH:30][C:10]([O:11][C:12]3[C:13]4[CH:26]=[C:25]([O:27][CH3:28])[C:24]([CH3:29])=[CH:23][C:14]=4[S:15][C:16]=3[C:17]([N:19]([C:21]#[N:22])[CH3:20])=[O:18])=[CH:9][CH:8]=2)[CH2:6][CH2:5][CH2:4][CH2:3][CH2:2]1.[N-:32]=[N+:33]=[N-:34].[Na+].[Cl-].C([NH+](CC)CC)C.CO. (4) Given the product [S:20]1[CH:24]=[CH:23][CH:22]=[C:21]1[CH2:25][NH:26][C:3]1[S:4]/[C:5](=[CH:9]\[C:10]2[CH:11]=[C:12]3[C:17](=[CH:18][CH:19]=2)[N:16]=[CH:15][CH:14]=[CH:13]3)/[C:6](=[O:8])[N:7]=1, predict the reactants needed to synthesize it. The reactants are: CS[C:3]1[S:4]/[C:5](=[CH:9]\[C:10]2[CH:11]=[C:12]3[C:17](=[CH:18][CH:19]=2)[N:16]=[CH:15][CH:14]=[CH:13]3)/[C:6](=[O:8])[N:7]=1.[S:20]1[CH:24]=[CH:23][CH:22]=[C:21]1[CH2:25][NH2:26].C(N(C(C)C)CC)(C)C. (5) Given the product [BrH:6].[N:17]1[CH:16]=[CH:15][N:11]2[CH:9]=[CH:8][CH:14]=[N:13][C:12]=12, predict the reactants needed to synthesize it. The reactants are: C(OC(O[CH2:8][CH3:9])C[Br:6])C.Br.[NH2:11][C:12]1[N:17]=[CH:16][CH:15]=[CH:14][N:13]=1. (6) The reactants are: [Cl:1][C:2]1[CH:3]=[CH:4][C:5]([N:8]2[CH:12]=[C:11]([CH2:13][CH2:14][CH2:15][OH:16])[C:10]([CH:17]([CH2:20][CH3:21])[CH2:18][CH3:19])=[N:9]2)=[N:6][CH:7]=1.[CH2:22]([O:24][C:25]1[C:26](O)=[C:27]([CH2:31][C:32]([O:34]C)=[O:33])[CH:28]=[CH:29][CH:30]=1)[CH3:23].C(P(CCCC)CCCC)CCC.N(C(N1CCCCC1)=O)=NC(N1CCCCC1)=O. Given the product [Cl:1][C:2]1[CH:3]=[CH:4][C:5]([N:8]2[CH:12]=[C:11]([CH2:13][CH2:14][CH2:15][O:16][C:26]3[C:25]([O:24][CH2:22][CH3:23])=[CH:30][CH:29]=[CH:28][C:27]=3[CH2:31][C:32]([OH:34])=[O:33])[C:10]([CH:17]([CH2:20][CH3:21])[CH2:18][CH3:19])=[N:9]2)=[N:6][CH:7]=1, predict the reactants needed to synthesize it. (7) Given the product [OH:16][B:15]1[CH:14]([NH:28][C:29]([C:31]2[CH:32]=[C:33]3[C:38](=[CH:39][CH:40]=2)[N:37]=[CH:36][CH:35]=[N:34]3)=[O:30])[CH2:13][C:9]2[C:8](=[C:7]([C:6]([OH:5])=[O:43])[CH:12]=[CH:11][CH:10]=2)[O:23]1, predict the reactants needed to synthesize it. The reactants are: C([O:5][C:6](=[O:43])[C:7]1[CH:12]=[CH:11][CH:10]=[C:9]([CH2:13][CH:14]([NH:28][C:29]([C:31]2[CH:32]=[C:33]3[C:38](=[CH:39][CH:40]=2)[N:37]=[CH:36][CH:35]=[N:34]3)=[O:30])[B:15]2[O:23]C3C(C)(C4CC(C3)C4(C)C)[O:16]2)[C:8]=1OC)(C)(C)C.B(Cl)(Cl)Cl. (8) Given the product [I:1][C:2]1[CH:6]=[C:5]([CH:7]2[CH2:12][CH2:11][N:10]([CH2:17][CH2:18][O:19][CH3:20])[CH2:9][CH2:8]2)[N:4]([CH:13]([CH3:15])[CH3:14])[N:3]=1, predict the reactants needed to synthesize it. The reactants are: [I:1][C:2]1[CH:6]=[C:5]([CH:7]2[CH2:12][CH2:11][NH:10][CH2:9][CH2:8]2)[N:4]([CH:13]([CH3:15])[CH3:14])[N:3]=1.Br[CH2:17][CH2:18][O:19][CH3:20].C(=O)([O-])[O-].[Cs+].[Cs+].C(OCC)(=O)C.